From a dataset of Reaction yield outcomes from USPTO patents with 853,638 reactions. Predict the reaction yield, written as a fraction of the theoretical maximum amount of product (1.0 means a 100% yield; for example, 0.34 means a 34% yield). The reactants are [CH3:1][O:2][C:3](=[O:45])[NH:4][C@H:5]([C:10]([NH:12][N:13]([CH2:37][C:38]1[CH:43]=[CH:42][C:41](Br)=[CH:40][CH:39]=1)[CH2:14][C@:15]([OH:36])([C:23](=[O:35])[NH:24][C@H:25]1[C:33]2[C:28](=[CH:29][CH:30]=[CH:31][CH:32]=2)[CH2:27][C@H:26]1[OH:34])[CH2:16][C:17]1[CH:22]=[CH:21][CH:20]=[CH:19][CH:18]=1)=[O:11])[C:6]([CH3:9])([CH3:8])[CH3:7].[C:46]([C:48]1[CH:49]=[N:50][CH:51]=[CH:52][CH:53]=1)#[CH:47].CCN(CC)CC.CN(C=O)C. The catalyst is C(O)=O.Cl[Pd](Cl)([P](C1C=CC=CC=1)(C1C=CC=CC=1)C1C=CC=CC=1)[P](C1C=CC=CC=1)(C1C=CC=CC=1)C1C=CC=CC=1.[Cu]I.CC#N. The product is [CH3:1][O:2][C:3](=[O:45])[NH:4][C@H:5]([C:10]([NH:12][N:13]([CH2:14][C@:15]([OH:36])([C:23](=[O:35])[NH:24][C@H:25]1[C:33]2[C:28](=[CH:29][CH:30]=[CH:31][CH:32]=2)[CH2:27][C@H:26]1[OH:34])[CH2:16][C:17]1[CH:22]=[CH:21][CH:20]=[CH:19][CH:18]=1)[CH2:37][C:38]1[CH:43]=[CH:42][C:41]([C:47]#[C:46][C:48]2[CH:49]=[N:50][CH:51]=[CH:52][CH:53]=2)=[CH:40][CH:39]=1)=[O:11])[C:6]([CH3:9])([CH3:8])[CH3:7]. The yield is 0.450.